Dataset: Forward reaction prediction with 1.9M reactions from USPTO patents (1976-2016). Task: Predict the product of the given reaction. Given the reactants [NH2:1][C:2]1[CH:3]=[C:4]([CH:21]=[CH:22][C:23]=1[CH2:24][S:25]([CH3:28])(=[O:27])=[O:26])[C:5]([NH:7][C:8]1[CH:13]=[CH:12][C:11]([Cl:14])=[C:10]([C:15]2[CH:20]=[CH:19][CH:18]=[CH:17][N:16]=2)[CH:9]=1)=[O:6].[C:29](Cl)(=[O:31])[CH3:30], predict the reaction product. The product is: [C:29]([NH:1][C:2]1[CH:3]=[C:4]([CH:21]=[CH:22][C:23]=1[CH2:24][S:25]([CH3:28])(=[O:27])=[O:26])[C:5]([NH:7][C:8]1[CH:13]=[CH:12][C:11]([Cl:14])=[C:10]([C:15]2[CH:20]=[CH:19][CH:18]=[CH:17][N:16]=2)[CH:9]=1)=[O:6])(=[O:31])[CH3:30].